The task is: Regression. Given a peptide amino acid sequence and an MHC pseudo amino acid sequence, predict their binding affinity value. This is MHC class I binding data.. This data is from Peptide-MHC class I binding affinity with 185,985 pairs from IEDB/IMGT. (1) The peptide sequence is IEEVMNIVL. The MHC is HLA-B39:01 with pseudo-sequence HLA-B39:01. The binding affinity (normalized) is 0.367. (2) The peptide sequence is SAGPALCTM. The MHC is H-2-Kb with pseudo-sequence H-2-Kb. The binding affinity (normalized) is 0.298. (3) The peptide sequence is FSFEIALLK. The MHC is HLA-B58:01 with pseudo-sequence HLA-B58:01. The binding affinity (normalized) is 0.0847. (4) The peptide sequence is NYLRKRVMF. The MHC is HLA-A29:02 with pseudo-sequence HLA-A29:02. The binding affinity (normalized) is 0.252. (5) The peptide sequence is PFWITAIYVF. The MHC is HLA-A30:02 with pseudo-sequence HLA-A30:02. The binding affinity (normalized) is 0.106.